This data is from Forward reaction prediction with 1.9M reactions from USPTO patents (1976-2016). The task is: Predict the product of the given reaction. (1) Given the reactants [H-].[H-].[H-].[H-].[Li+].[Al+3].[C:7]([O:11][C:12]([NH:14][C@H:15]([C:19](N(OC)C)=[O:20])[CH2:16][CH2:17][CH3:18])=[O:13])([CH3:10])([CH3:9])[CH3:8].CCOC(C)=O.OS([O-])(=O)=O.[K+], predict the reaction product. The product is: [CH:19]([C@@H:15]([NH:14][C:12](=[O:13])[O:11][C:7]([CH3:10])([CH3:9])[CH3:8])[CH2:16][CH2:17][CH3:18])=[O:20]. (2) Given the reactants [Cl:1][C:2]1[CH:3]=[C:4]([CH:7]=[CH:8][C:9]=1[Cl:10])[CH2:5]Br.[C:11](=[O:14])([O-])[O-].[K+].[K+].[CH3:17][C:18]([CH3:20])=[O:19], predict the reaction product. The product is: [Cl:1][C:2]1[CH:3]=[C:4]([CH:7]=[CH:8][C:9]=1[Cl:10])[CH2:5][O:19][C:18]1[CH:20]=[C:7]2[C:4]([CH2:3][CH2:2][CH2:9][C:11]2=[O:14])=[CH:5][CH:17]=1. (3) Given the reactants [CH2:1]([O:5][C:6]1[N:14]=[C:13]2[C:9]([N:10]=[C:11]([O:15][CH3:16])[NH:12]2)=[C:8]([NH2:17])[N:7]=1)[CH2:2][CH2:3][CH3:4].C(=O)([O-])[O-].[K+].[K+].Br[CH2:25][CH2:26][CH2:27][N:28]1[C:36](=[O:37])[C:35]2[C:30](=[CH:31][CH:32]=[CH:33][CH:34]=2)[C:29]1=[O:38], predict the reaction product. The product is: [NH2:17][C:8]1[N:7]=[C:6]([O:5][CH2:1][CH2:2][CH2:3][CH3:4])[N:14]=[C:13]2[C:9]=1[N:10]=[C:11]([O:15][CH3:16])[N:12]2[CH2:25][CH2:26][CH2:27][N:28]1[C:36](=[O:37])[C:35]2[C:30](=[CH:31][CH:32]=[CH:33][CH:34]=2)[C:29]1=[O:38]. (4) Given the reactants [C:1](=[C:4]([O:6][C:7]([C:10]([S:13]([O:16][Na])(=O)=[O:14])([F:12])[F:11])([F:9])[F:8])[F:5])([F:3])[F:2].S(OOS([O-])(=O)=O)([O-])(=O)=O.[NH4+].[NH4+].[F:30]C(F)=C(F)F, predict the reaction product. The product is: [C:1](=[C:4]([O:6][C:7]([C:10]([S:13]([F:30])(=[O:16])=[O:14])([F:12])[F:11])([F:9])[F:8])[F:5])([F:3])[F:2]. (5) Given the reactants [Cr](Cl)([O-])(=O)=O.[NH+]1C=CC=CC=1.[CH3:12][O:13][C:14]1[CH:15]=[C:16]([CH:22]([C:24]2[CH:29]=[C:28]([O:30][CH3:31])[CH:27]=[C:26]([O:32][CH3:33])[CH:25]=2)[OH:23])[CH:17]=[C:18]([O:20][CH3:21])[CH:19]=1.[Cr]([O-])([O-])(=O)=O, predict the reaction product. The product is: [CH3:33][O:32][C:26]1[CH:25]=[C:24]([C:22]([C:16]2[CH:17]=[C:18]([O:20][CH3:21])[CH:19]=[C:14]([O:13][CH3:12])[CH:15]=2)=[O:23])[CH:29]=[C:28]([O:30][CH3:31])[CH:27]=1. (6) The product is: [CH3:17][N:16]([CH3:18])[C:15]1[CH:19]=[CH:20][C:12]2[C:1](=[O:35])[C:2]3[CH:10]=[CH:9][C:5]([N:6]([CH3:8])[CH3:7])=[CH:4][C:3]=3[Ge:27]([CH3:29])([CH3:28])[C:13]=2[CH:14]=1. Given the reactants [CH2:1]([C:12]1[CH:20]=[CH:19][C:15]([N:16]([CH3:18])[CH3:17])=[CH:14][C:13]=1Br)[C:2]1[CH:10]=[CH:9][C:5]([N:6]([CH3:8])[CH3:7])=[CH:4][C:3]=1Br.[Li]C(CC)C.[Ge:27](Cl)(Cl)([CH3:29])[CH3:28].C1C[O:35]CC1, predict the reaction product. (7) Given the reactants N[C:2]1[CH:9]=[CH:8][C:7]([S:10][CH2:11][CH3:12])=[CH:6][C:3]=1[C:4]#[N:5].NC1C=CC(SC)=CC=1C#N.[BrH:24].N([O-])=O.[Na+], predict the reaction product. The product is: [Br:24][C:2]1[CH:9]=[CH:8][C:7]([S:10][CH2:11][CH3:12])=[CH:6][C:3]=1[C:4]#[N:5].